From a dataset of Peptide-MHC class I binding affinity with 185,985 pairs from IEDB/IMGT. Regression. Given a peptide amino acid sequence and an MHC pseudo amino acid sequence, predict their binding affinity value. This is MHC class I binding data. (1) The peptide sequence is GMMRWCMPV. The MHC is HLA-A02:19 with pseudo-sequence HLA-A02:19. The binding affinity (normalized) is 1.00. (2) The peptide sequence is PFKVINLPK. The MHC is HLA-A68:01 with pseudo-sequence HLA-A68:01. The binding affinity (normalized) is 0.108. (3) The peptide sequence is YLPEDSDIL. The MHC is HLA-A69:01 with pseudo-sequence HLA-A69:01. The binding affinity (normalized) is 0.0847. (4) The peptide sequence is FVGKTVWFV. The MHC is HLA-A68:02 with pseudo-sequence HLA-A68:02. The binding affinity (normalized) is 0.943. (5) The peptide sequence is RVRAYTYSK. The MHC is HLA-B40:01 with pseudo-sequence HLA-B40:01. The binding affinity (normalized) is 0. (6) The peptide sequence is LDFVRFMGV. The MHC is HLA-B40:02 with pseudo-sequence HLA-B40:02. The binding affinity (normalized) is 0.348. (7) The peptide sequence is EESVYKIL. The MHC is HLA-A68:02 with pseudo-sequence HLA-A68:02. The binding affinity (normalized) is 0.